From a dataset of Peptide-MHC class II binding affinity with 134,281 pairs from IEDB. Regression. Given a peptide amino acid sequence and an MHC pseudo amino acid sequence, predict their binding affinity value. This is MHC class II binding data. (1) The peptide sequence is SRKECPFSNRVWNSF. The MHC is DRB1_0301 with pseudo-sequence DRB1_0301. The binding affinity (normalized) is 0.216. (2) The peptide sequence is GELQIVDKIDAAIKI. The MHC is DRB3_0101 with pseudo-sequence DRB3_0101. The binding affinity (normalized) is 0.755. (3) The peptide sequence is IDTLKKNENIKEL. The MHC is DRB1_0901 with pseudo-sequence DRB1_0901. The binding affinity (normalized) is 0.459. (4) The peptide sequence is AFKIAATAANAAPAN. The MHC is HLA-DPA10201-DPB11401 with pseudo-sequence HLA-DPA10201-DPB11401. The binding affinity (normalized) is 0.617.